From a dataset of Forward reaction prediction with 1.9M reactions from USPTO patents (1976-2016). Predict the product of the given reaction. (1) The product is: [C:11]1([C:10]([O:17][CH2:19][C:20]2[CH:25]=[CH:24][CH:23]=[CH:22][CH:21]=2)=[C:7]2[NH:6][C:5](=[S:18])[N:4]([CH2:1][CH:2]=[CH2:3])[C:8]2=[O:9])[CH:16]=[CH:15][CH:14]=[CH:13][CH:12]=1. Given the reactants [CH2:1]([N:4]1[C:8](=[O:9])[CH:7]([C:10](=[O:17])[C:11]2[CH:16]=[CH:15][CH:14]=[CH:13][CH:12]=2)[NH:6][C:5]1=[S:18])[CH:2]=[CH2:3].[CH2:19](Cl)[C:20]1[CH:25]=[CH:24][CH:23]=[CH:22][CH:21]=1.CC(C)([O-])C.[K+], predict the reaction product. (2) Given the reactants [CH:1]([C:4]1[CH:24]=[CH:23][C:7]([CH2:8][O:9][C:10]2[CH:15]=[CH:14][C:13]([N+:16]([O-])=O)=[CH:12][C:11]=2[C:19](=[O:22])[CH2:20][CH3:21])=[CH:6][CH:5]=1)([CH3:3])[CH3:2], predict the reaction product. The product is: [NH2:16][C:13]1[CH:14]=[CH:15][C:10]([O:9][CH2:8][C:7]2[CH:6]=[CH:5][C:4]([CH:1]([CH3:2])[CH3:3])=[CH:24][CH:23]=2)=[C:11]([C:19](=[O:22])[CH2:20][CH3:21])[CH:12]=1. (3) Given the reactants Br[C:2]1[CH:3]=[C:4]([Cl:13])[C:5]([C:8]2([C:11]#[N:12])[CH2:10][CH2:9]2)=[N:6][CH:7]=1.[CH:14]([Sn](CCCC)(CCCC)CCCC)=[CH2:15], predict the reaction product. The product is: [Cl:13][C:4]1[C:5]([C:8]2([C:11]#[N:12])[CH2:10][CH2:9]2)=[N:6][CH:7]=[C:2]([CH:14]=[CH2:15])[CH:3]=1. (4) Given the reactants [CH3:1][C:2]1[C:7]([C:8]([O:10][CH3:11])=[O:9])=[CH:6][CH:5]=[CH:4][N:3]=1.C1C=C(Cl)C=C(C(OO)=[O:20])C=1, predict the reaction product. The product is: [CH3:1][C:2]1[C:7]([C:8]([O:10][CH3:11])=[O:9])=[CH:6][CH:5]=[CH:4][N+:3]=1[O-:20].